This data is from Full USPTO retrosynthesis dataset with 1.9M reactions from patents (1976-2016). The task is: Predict the reactants needed to synthesize the given product. The reactants are: [Br:1][C:2]1[CH:3]=[N:4][C:5]2[N:6]([N:8]=[C:9]([C:11]([OH:13])=O)[CH:10]=2)[CH:7]=1.[Br:14][C:15]1[NH:23][C:22]2[CH2:21][CH2:20][NH:19][N:18]([CH3:24])[C:17]=2[CH:16]=1. Given the product [Br:14][C:15]1[NH:23][C:22]2[CH2:21][CH2:20][N:19]([C:11]([C:9]3[CH:10]=[C:5]4[N:4]=[CH:3][C:2]([Br:1])=[CH:7][N:6]4[N:8]=3)=[O:13])[N:18]([CH3:24])[C:17]=2[CH:16]=1, predict the reactants needed to synthesize it.